Dataset: Full USPTO retrosynthesis dataset with 1.9M reactions from patents (1976-2016). Task: Predict the reactants needed to synthesize the given product. Given the product [Br:1][C:2]1[CH:11]=[CH:10][C:5]([C:6]([O:8][CH3:9])=[O:7])=[CH:4][C:3]=1[O:12][CH2:25][C:26]([F:29])([F:28])[F:27], predict the reactants needed to synthesize it. The reactants are: [Br:1][C:2]1[CH:11]=[CH:10][C:5]([C:6]([O:8][CH3:9])=[O:7])=[CH:4][C:3]=1[OH:12].C(=O)([O-])[O-].[K+].[K+].FC(F)(F)S(O[CH2:25][C:26]([F:29])([F:28])[F:27])(=O)=O.